This data is from Catalyst prediction with 721,799 reactions and 888 catalyst types from USPTO. The task is: Predict which catalyst facilitates the given reaction. (1) Reactant: [N-:1]=[N+]=[N-].[Na+].[CH3:5][C:6]1[CH:11]=[C:10]([NH:12][C:13]2[CH:18]=[C:17]([C:19]([F:22])([F:21])[F:20])[CH:16]=[CH:15][N:14]=2)[N:9]=[C:8]([C:23]2[N:24]=[N:25][N:26]([CH:28]3[CH2:33][CH2:32][C:31](=[O:34])[CH2:30][CH2:29]3)[CH:27]=2)[CH:7]=1.CS(O)(=O)=O. The catalyst class is: 22. Product: [CH3:5][C:6]1[CH:11]=[C:10]([NH:12][C:13]2[CH:18]=[C:17]([C:19]([F:21])([F:20])[F:22])[CH:16]=[CH:15][N:14]=2)[N:9]=[C:8]([C:23]2[N:24]=[N:25][N:26]([CH:28]3[CH2:29][CH2:30][NH:1][C:31](=[O:34])[CH2:32][CH2:33]3)[CH:27]=2)[CH:7]=1. (2) Reactant: [CH:1]([C:4]1[C:13]2[O:12][CH:11]([C:14]3[CH:19]=[CH:18][CH:17]=[CH:16][CH:15]=3)[C:10](=[O:20])[N:9]([CH2:21][CH2:22][CH:23]=[O:24])[C:8]=2[CH:7]=[CH:6][CH:5]=1)([CH3:3])[CH3:2].CC(=CC)C.P([O-])(O)(O)=[O:31].[Na+].Cl([O-])=O.[Na+].Cl. Product: [CH:1]([C:4]1[C:13]2[O:12][CH:11]([C:14]3[CH:19]=[CH:18][CH:17]=[CH:16][CH:15]=3)[C:10](=[O:20])[N:9]([CH2:21][CH2:22][C:23]([OH:31])=[O:24])[C:8]=2[CH:7]=[CH:6][CH:5]=1)([CH3:3])[CH3:2]. The catalyst class is: 371. (3) Reactant: [H-].[Na+].[CH3:3][O:4][C:5]1[N:6]=[C:7]2[C:12](=[CH:13][CH:14]=1)[N:11]=[CH:10][C:9]([OH:15])=[CH:8]2.[C:16]([O:20][C:21]([NH:23][CH:24]1[CH2:29][CH2:28][N:27]([CH2:30][CH2:31]OS(C)(=O)=O)[CH2:26][CH2:25]1)=[O:22])([CH3:19])([CH3:18])[CH3:17]. Product: [C:16]([O:20][C:21](=[O:22])[NH:23][CH:24]1[CH2:29][CH2:28][N:27]([CH2:30][CH2:31][O:15][C:9]2[CH:10]=[N:11][C:12]3[C:7]([CH:8]=2)=[N:6][C:5]([O:4][CH3:3])=[CH:14][CH:13]=3)[CH2:26][CH2:25]1)([CH3:19])([CH3:18])[CH3:17]. The catalyst class is: 9. (4) Reactant: [NH2:1][CH2:2][CH:3]1[CH2:6][N:5]([C:7]([O:9][C:10]([CH3:13])([CH3:12])[CH3:11])=[O:8])[CH2:4]1.N1C=CC=CC=1.[C:20](Cl)([O:22][CH2:23][C:24]1[CH:29]=[CH:28][CH:27]=[CH:26][CH:25]=1)=[O:21]. Product: [CH2:23]([O:22][C:20]([NH:1][CH2:2][CH:3]1[CH2:6][N:5]([C:7]([O:9][C:10]([CH3:13])([CH3:12])[CH3:11])=[O:8])[CH2:4]1)=[O:21])[C:24]1[CH:29]=[CH:28][CH:27]=[CH:26][CH:25]=1. The catalyst class is: 28. (5) Reactant: Cl.[N:2]1([CH:11]2[CH2:16][CH2:15][N:14]([C:17]([C:19]3[C:27]4[C:22](=[CH:23][C:24]([Cl:28])=[CH:25][CH:26]=4)[N:21]([CH2:29][CH2:30][NH:31][CH3:32])[CH:20]=3)=[O:18])[CH2:13][CH2:12]2)[C:6]2[CH:7]=[CH:8][CH:9]=[CH:10][C:5]=2[N:4]=[N:3]1.[CH2:33](N(CC)CC)C.C=O.[C:42]([BH3-])#N.[Na+]. Product: [N:2]1([CH:11]2[CH2:16][CH2:15][N:14]([C:17]([C:19]3[C:27]4[C:22](=[CH:23][C:24]([Cl:28])=[CH:25][CH:26]=4)[N:21]([CH2:29][CH2:30][N:31]([CH3:33])[CH3:32])[CH:20]=3)=[O:18])[CH2:13][CH2:12]2)[C:6]2[CH:7]=[CH:8][CH:9]=[CH:10][C:5]=2[N:4]=[N:3]1.[N:2]1([CH:11]2[CH2:16][CH2:15][N:14]([C:17]([C:19]3[C:27]4[CH:26]=[CH:25][C:24]([Cl:28])=[CH:23][C:22]=4[N:21]4[CH2:29][CH2:30][N:31]([CH3:42])[CH2:32][C:20]=34)=[O:18])[CH2:13][CH2:12]2)[C:6]2[CH:7]=[CH:8][CH:9]=[CH:10][C:5]=2[N:4]=[N:3]1. The catalyst class is: 5. (6) Reactant: [CH2:1]([N:3]1[C:7]2[N:8]=[C:9]([C:18]3[CH:23]=[CH:22][C:21]([NH:24][C:25]([NH:27][C:28]4[CH:36]=[CH:35][C:31]([C:32](O)=[O:33])=[CH:30][CH:29]=4)=[O:26])=[CH:20][CH:19]=3)[N:10]=[C:11]([N:12]3[CH2:17][CH2:16][O:15][CH2:14][CH2:13]3)[C:6]=2[N:5]=[N:4]1)[CH3:2].C[CH2:38][N:39]([CH2:42]C)[CH2:40]C.C1C=CC2N(O)N=NC=2C=1.CCN=C=[N:58][CH2:59][CH2:60][CH2:61][N:62]([CH3:64])[CH3:63]. Product: [CH2:1]([N:3]1[C:7]2[N:8]=[C:9]([C:18]3[CH:23]=[CH:22][C:21]([NH:24][C:25]([NH:27][C:28]4[CH:36]=[CH:35][C:31]([C:32]([NH:58][CH2:59][CH2:60][CH2:61][N:62]5[CH2:63][CH2:40][N:39]([CH3:42])[CH2:38][CH2:64]5)=[O:33])=[CH:30][CH:29]=4)=[O:26])=[CH:20][CH:19]=3)[N:10]=[C:11]([N:12]3[CH2:17][CH2:16][O:15][CH2:14][CH2:13]3)[C:6]=2[N:5]=[N:4]1)[CH3:2]. The catalyst class is: 1. (7) The catalyst class is: 15. Product: [Cl:14][C:15]1[CH:16]=[CH:17][C:18]([C:21]2[NH:1][C:2]3[N:6]([N:5]=[C:4]([OH:7])[C:3]=3[C:8]3[CH:9]=[N:10][CH:11]=[CH:12][CH:13]=3)[C:23](=[O:24])[CH:22]=2)=[CH:19][CH:20]=1. Reactant: [NH2:1][C:2]1[NH:6][N:5]=[C:4]([OH:7])[C:3]=1[C:8]1[CH:9]=[N:10][CH:11]=[CH:12][CH:13]=1.[Cl:14][C:15]1[CH:20]=[CH:19][C:18]([C:21](=O)[CH2:22][C:23](OC)=[O:24])=[CH:17][CH:16]=1. (8) Reactant: Cl[C:2]1[N:7]=[CH:6][C:5]2[C:8]([N:14]3[CH2:19][CH2:18][N:17]([C:20](=[O:25])[C:21]([OH:24])([CH3:23])[CH3:22])[CH2:16][CH2:15]3)=[N:9][N:10]([CH:11]([CH3:13])[CH3:12])[C:4]=2[CH:3]=1.[NH2:26][C:27]1[CH:32]=[CH:31][N:30]=[C:29]([N:33]2[CH2:38][CH2:37][C:36]([CH3:40])([OH:39])[CH2:35][CH2:34]2)[N:28]=1.C1(P(C2CCCCC2)C2C(OC)=CC=C(OC)C=2C2C(C(C)C)=CC(C(C)C)=CC=2C(C)C)CCCCC1.C(=O)([O-])[O-].[Cs+].[Cs+]. Product: [OH:24][C:21]([CH3:23])([CH3:22])[C:20]([N:17]1[CH2:18][CH2:19][N:14]([C:8]2[C:5]3[CH:6]=[N:7][C:2]([NH:26][C:27]4[CH:32]=[CH:31][N:30]=[C:29]([N:33]5[CH2:34][CH2:35][C:36]([OH:39])([CH3:40])[CH2:37][CH2:38]5)[N:28]=4)=[CH:3][C:4]=3[N:10]([CH:11]([CH3:13])[CH3:12])[N:9]=2)[CH2:15][CH2:16]1)=[O:25]. The catalyst class is: 12. (9) Reactant: Cl[S:2]([C:5]1[CH:32]=[C:8]2[CH2:9][N:10]([C:14]([O:16][CH2:17][C:18]3[CH:23]=[C:22]([C:24]([F:27])([F:26])[F:25])[CH:21]=[C:20]([C:28]([F:31])([F:30])[F:29])[CH:19]=3)=[O:15])[CH2:11][CH2:12][CH2:13][N:7]2[N:6]=1)(=[O:4])=[O:3].[NH3:33]. Product: [S:2]([C:5]1[CH:32]=[C:8]2[CH2:9][N:10]([C:14]([O:16][CH2:17][C:18]3[CH:23]=[C:22]([C:24]([F:27])([F:26])[F:25])[CH:21]=[C:20]([C:28]([F:31])([F:30])[F:29])[CH:19]=3)=[O:15])[CH2:11][CH2:12][CH2:13][N:7]2[N:6]=1)(=[O:4])(=[O:3])[NH2:33]. The catalyst class is: 1.